This data is from Catalyst prediction with 721,799 reactions and 888 catalyst types from USPTO. The task is: Predict which catalyst facilitates the given reaction. (1) Reactant: [CH:1](=O)[C:2]1[C:3](=[CH:5][CH:6]=[CH:7][CH:8]=1)[OH:4].[CH3:10][O:11][C:12]1[CH:25]=[CH:24][C:15]([CH2:16][S:17]([CH2:20][C:21](O)=[O:22])(=[O:19])=[O:18])=[CH:14][CH:13]=1. Product: [CH3:10][O:11][C:12]1[CH:13]=[CH:14][C:15]([CH2:16][S:17]([C:20]2[C:21](=[O:22])[O:4][C:3]3[C:2]([CH:1]=2)=[CH:8][CH:7]=[CH:6][CH:5]=3)(=[O:18])=[O:19])=[CH:24][CH:25]=1. The catalyst class is: 15. (2) Reactant: [OH:1][C:2]1[CH:3]=[C:4]2[C:9](=[CH:10][CH:11]=1)[C:8](=[O:12])[CH2:7][CH2:6][CH2:5]2.[CH3:13][O:14][C:15]1[CH:22]=[CH:21][C:18]([CH2:19]Cl)=[CH:17][CH:16]=1.C([O-])([O-])=O.[Cs+].[Cs+]. Product: [CH3:13][O:14][C:15]1[CH:22]=[CH:21][C:18]([CH2:19][O:1][C:2]2[CH:3]=[C:4]3[C:9](=[CH:10][CH:11]=2)[C:8](=[O:12])[CH2:7][CH2:6][CH2:5]3)=[CH:17][CH:16]=1. The catalyst class is: 18. (3) Reactant: [Br:1][C:2]1[CH:7]=[CH:6][C:5]([N:8]2[CH2:13][CH2:12][CH:11]([NH2:14])[CH2:10][CH2:9]2)=[CH:4][CH:3]=1.C(N(CC)CC)C.Cl[C:23]([O:25][CH2:26][CH3:27])=[O:24]. Product: [Br:1][C:2]1[CH:7]=[CH:6][C:5]([N:8]2[CH2:9][CH2:10][CH:11]([NH:14][C:23](=[O:24])[O:25][CH2:26][CH3:27])[CH2:12][CH2:13]2)=[CH:4][CH:3]=1. The catalyst class is: 4. (4) Reactant: [OH:1][C:2]1[CH:7]=[C:6]([Cl:8])[N:5]=[N:4][C:3]=1Cl.[CH:10]1([C:13]2[CH:18]=[CH:17][CH:16]=[C:15]([CH3:19])[C:14]=2[OH:20])[CH2:12][CH2:11]1.N1C2C(=CC=CC=2)C=CC=1.[OH-].[K+].Cl. Product: [Cl:8][C:6]1[N:5]=[N:4][C:3]([O:20][C:14]2[C:15]([CH3:19])=[CH:16][CH:17]=[CH:18][C:13]=2[CH:10]2[CH2:11][CH2:12]2)=[C:2]([OH:1])[CH:7]=1. The catalyst class is: 5. (5) Reactant: [C:1]([O:5][C:6]([N:8]1[CH2:12][CH2:11][CH2:10][C@H:9]1[CH2:13][NH2:14])=[O:7])([CH3:4])([CH3:3])[CH3:2].[C:15]1([N:21]=[C:22]=[O:23])[CH:20]=[CH:19][CH:18]=[CH:17][CH:16]=1. Product: [C:1]([O:5][C:6]([N:8]1[CH2:12][CH2:11][CH2:10][C@H:9]1[CH2:13][NH:14][C:22]([NH:21][C:15]1[CH:20]=[CH:19][CH:18]=[CH:17][CH:16]=1)=[O:23])=[O:7])([CH3:4])([CH3:3])[CH3:2]. The catalyst class is: 12. (6) Reactant: [CH3:1][O:2][CH2:3][O:4][C:5]1[CH:10]=[C:9]([O:11][CH2:12][O:13][CH3:14])[CH:8]=[CH:7][C:6]=1[C:15]1[CH2:19][CH2:18][C:17](=[O:20])[CH:16]=1. Product: [CH3:1][O:2][CH2:3][O:4][C:5]1[CH:10]=[C:9]([O:11][CH2:12][O:13][CH3:14])[CH:8]=[CH:7][C:6]=1[CH:15]1[CH2:19][CH2:18][C:17](=[O:20])[CH2:16]1. The catalyst class is: 45. (7) Reactant: Cl.[CH3:2][CH:3]([O:5][C:6]1[CH:13]=[CH:12][C:11]([C:14]2[O:18][N:17]=[C:16]([C:19]3[CH:29]=[CH:28][C:22]4[CH2:23][CH2:24][NH:25][CH2:26][CH2:27][C:21]=4[CH:20]=3)[N:15]=2)=[CH:10][C:7]=1[C:8]#[N:9])[CH3:4].I[CH2:31][CH2:32][OH:33].C(=O)([O-])[O-].[K+].[K+].O. Product: [OH:33][CH2:32][CH2:31][N:25]1[CH2:24][CH2:23][C:22]2[CH:28]=[CH:29][C:19]([C:16]3[N:15]=[C:14]([C:11]4[CH:12]=[CH:13][C:6]([O:5][CH:3]([CH3:2])[CH3:4])=[C:7]([CH:10]=4)[C:8]#[N:9])[O:18][N:17]=3)=[CH:20][C:21]=2[CH2:27][CH2:26]1. The catalyst class is: 3.